This data is from Reaction yield outcomes from USPTO patents with 853,638 reactions. The task is: Predict the reaction yield, written as a fraction of the theoretical maximum amount of product (1.0 means a 100% yield; for example, 0.34 means a 34% yield). (1) The reactants are [Cl:1][C:2]1[CH:3]=[N+:4]([O-:34])[CH:5]=[C:6]([Cl:33])[C:7]=1[CH2:8][C@@H:9]([C:18]1[CH:23]=[CH:22][C:21]([O:24][CH:25]([F:27])[F:26])=[C:20]([O:28][CH2:29][CH:30]2[CH2:32][CH2:31]2)[CH:19]=1)[O:10][C:11]([CH:13]1[NH:17][CH2:16][CH2:15][S:14]1)=[O:12].Cl[S:36]([C:39]1[CH:40]=[CH:41][C:42]([O:48][CH3:49])=[C:43]([CH:47]=1)[C:44]([OH:46])=[O:45])(=[O:38])=[O:37]. The catalyst is N1C=CC=CC=1. The product is [C:44]([C:43]1[CH:47]=[C:39]([S:36]([N:17]2[CH2:16][CH2:15][S:14][CH:13]2[C:11]([O:10][C@H:9]([C:18]2[CH:23]=[CH:22][C:21]([O:24][CH:25]([F:27])[F:26])=[C:20]([O:28][CH2:29][CH:30]3[CH2:32][CH2:31]3)[CH:19]=2)[CH2:8][C:7]2[C:6]([Cl:33])=[CH:5][N+:4]([O-:34])=[CH:3][C:2]=2[Cl:1])=[O:12])(=[O:37])=[O:38])[CH:40]=[CH:41][C:42]=1[O:48][CH3:49])([OH:46])=[O:45]. The yield is 0.830. (2) The reactants are [C:1]12([NH:6][C:7]3[C:12]([C:13](O)=[O:14])=[CH:11][N:10]=[C:9]([S:16][CH3:17])[N:8]=3)[CH2:5][CH:3]([CH2:4]1)[CH2:2]2.C1C=CC2N(O)N=[N:24]C=2C=1.C(Cl)CCl.[OH-].[NH4+]. The catalyst is C1COCC1.C(#N)C. The product is [C:1]12([NH:6][C:7]3[C:12]([C:13]([NH2:24])=[O:14])=[CH:11][N:10]=[C:9]([S:16][CH3:17])[N:8]=3)[CH2:5][CH:3]([CH2:4]1)[CH2:2]2. The yield is 0.930. (3) The reactants are [CH2:1]([O:8][C:9]([NH:11][C@@H:12]([CH:18]([CH3:20])[CH3:19])[CH:13]([OH:17])[C:14]([OH:16])=[O:15])=[O:10])[C:2]1[CH:7]=[CH:6][CH:5]=[CH:4][CH:3]=1.N1C=CC=CC=1.[C:27](OC(=O)C)(=[O:29])[CH3:28]. The catalyst is C(OCC)(=O)C. The product is [CH2:1]([O:8][C:9]([NH:11][C@@H:12]([CH:18]([CH3:20])[CH3:19])[CH:13]([O:17][C:27](=[O:29])[CH3:28])[C:14]([OH:16])=[O:15])=[O:10])[C:2]1[CH:3]=[CH:4][CH:5]=[CH:6][CH:7]=1. The yield is 0.800. (4) The reactants are Br[C:2]1[N:7]=[CH:6][C:5]2[CH:8]=[C:9]([C:14]3[CH:15]=[N:16][N:17](COCC[Si](C)(C)C)[CH:18]=3)[N:10]([CH:11]([CH3:13])[CH3:12])[C:4]=2[CH:3]=1.[CH3:27][O:28][CH:29]1[CH2:34][CH2:33][N:32]([C:35]2[N:40]=[C:39]([NH2:41])[CH:38]=[CH:37][N:36]=2)[CH2:31][CH2:30]1.CC1(C)C2C(=C(P(C3C=CC=CC=3)C3C=CC=CC=3)C=CC=2)OC2C(P(C3C=CC=CC=3)C3C=CC=CC=3)=CC=CC1=2.C(=O)([O-])[O-].[Cs+].[Cs+]. The catalyst is C1C=CC(/C=C/C(/C=C/C2C=CC=CC=2)=O)=CC=1.C1C=CC(/C=C/C(/C=C/C2C=CC=CC=2)=O)=CC=1.C1C=CC(/C=C/C(/C=C/C2C=CC=CC=2)=O)=CC=1.[Pd].[Pd].O1CCOCC1. The product is [CH:11]([N:10]1[C:4]2[CH:3]=[C:2]([NH:41][C:39]3[CH:38]=[CH:37][N:36]=[C:35]([N:32]4[CH2:31][CH2:30][CH:29]([O:28][CH3:27])[CH2:34][CH2:33]4)[N:40]=3)[N:7]=[CH:6][C:5]=2[CH:8]=[C:9]1[C:14]1[CH:18]=[N:17][NH:16][CH:15]=1)([CH3:13])[CH3:12]. The yield is 0.360. (5) The reactants are OS(O)(=O)=O.[Br:6][C:7]1[CH:15]=[CH:14][C:13]2[N:12]3[CH2:16][CH2:17][CH2:18][N:19]=[C:11]3[C:10]3(OCCC[O:20]3)[C:9]=2[CH:8]=1.[NH4+].[OH-]. No catalyst specified. The product is [Br:6][C:7]1[CH:15]=[CH:14][C:13]2[N:12]3[CH2:16][CH2:17][CH2:18][N:19]=[C:11]3[C:10](=[O:20])[C:9]=2[CH:8]=1. The yield is 1.00.